From a dataset of Full USPTO retrosynthesis dataset with 1.9M reactions from patents (1976-2016). Predict the reactants needed to synthesize the given product. (1) Given the product [C:14]1([C:12]2[NH:11][C:10]3[CH:20]=[C:6]([CH2:5][CH2:4][NH2:1])[CH:7]=[CH:8][C:9]=3[N:13]=2)[CH:19]=[CH:18][CH:17]=[CH:16][CH:15]=1, predict the reactants needed to synthesize it. The reactants are: [N:1]([CH2:4][CH2:5][C:6]1[CH:7]=[CH:8][C:9]2[N:13]=[C:12]([C:14]3[CH:19]=[CH:18][CH:17]=[CH:16][CH:15]=3)[NH:11][C:10]=2[CH:20]=1)=[N+]=[N-]. (2) The reactants are: C[N:2](C)[CH:3]=[CH:4][C:5]([C:7]1[C:12](=[O:13])[CH:11]=[CH:10][N:9]([C:14]2[CH:19]=[CH:18][CH:17]=[C:16]([C:20]([F:23])([F:22])[F:21])[CH:15]=2)[N:8]=1)=O.Cl.[CH3:26][O:27][C:28]1[CH:33]=[CH:32][C:31]([NH:34]N)=[CH:30][CH:29]=1.CCN(CC)CC. Given the product [CH3:26][O:27][C:28]1[CH:33]=[CH:32][C:31]([N:34]2[C:5]([C:7]3[C:12](=[O:13])[CH:11]=[CH:10][N:9]([C:14]4[CH:19]=[CH:18][CH:17]=[C:16]([C:20]([F:23])([F:22])[F:21])[CH:15]=4)[N:8]=3)=[CH:4][CH:3]=[N:2]2)=[CH:30][CH:29]=1, predict the reactants needed to synthesize it. (3) Given the product [CH3:1][O:2][C:3]1[CH:8]=[C:7]([C:37]2[N:38]=[CH:39][N:40]([CH2:42][O:43][CH2:44][CH2:45][Si:46]([CH3:49])([CH3:48])[CH3:47])[CH:41]=2)[CH:6]=[CH:5][C:4]=1[C:18]1[N:23]=[N:22][C:21]([N:24]([CH3:35])[CH:25]2[CH2:30][C:29]([CH3:31])([CH3:32])[NH:28][C:27]([CH3:34])([CH3:33])[CH2:26]2)=[CH:20][CH:19]=1, predict the reactants needed to synthesize it. The reactants are: [CH3:1][O:2][C:3]1[CH:8]=[C:7](B2OC(C)(C)C(C)(C)O2)[CH:6]=[CH:5][C:4]=1[C:18]1[N:23]=[N:22][C:21]([N:24]([CH3:35])[CH:25]2[CH2:30][C:29]([CH3:32])([CH3:31])[NH:28][C:27]([CH3:34])([CH3:33])[CH2:26]2)=[CH:20][CH:19]=1.Br[C:37]1[N:38]=[CH:39][N:40]([CH2:42][O:43][CH2:44][CH2:45][Si:46]([CH3:49])([CH3:48])[CH3:47])[CH:41]=1.C([O-])([O-])=O.[Na+].[Na+].COCCOC. (4) Given the product [C:26]([C:2]1[N:6]2[CH:7]=[C:8]([C:12]3[CH:17]=[CH:16][C:15]([C:18]([F:21])([F:20])[F:19])=[CH:14][CH:13]=3)[CH:9]=[C:10]([CH3:11])[C:5]2=[N:4][CH:3]=1)#[CH:27], predict the reactants needed to synthesize it. The reactants are: I[C:2]1[N:6]2[CH:7]=[C:8]([C:12]3[CH:17]=[CH:16][C:15]([C:18]([F:21])([F:20])[F:19])=[CH:14][CH:13]=3)[CH:9]=[C:10]([CH3:11])[C:5]2=[N:4][CH:3]=1.C[Si]([C:26]#[CH:27])(C)C.CCN(CC)CC. (5) Given the product [ClH:41].[ClH:41].[CH2:35]([C:19]1[N:18]=[N:17][C:16]([O:15][CH2:14][C@H:11]2[CH2:12][CH2:13][NH:8][CH2:9][C@H:10]2[O:39][CH3:40])=[CH:21][C:20]=1[C:22]1[CH:23]=[CH:24][C:25]([O:28][CH:29]2[CH2:30][CH2:31][CH2:32][CH2:33][CH2:34]2)=[CH:26][CH:27]=1)[CH2:36][CH2:37][CH3:38], predict the reactants needed to synthesize it. The reactants are: C(OC([N:8]1[CH2:13][CH2:12][C@H:11]([CH2:14][O:15][C:16]2[N:17]=[N:18][C:19]([CH2:35][CH2:36][CH2:37][CH3:38])=[C:20]([C:22]3[CH:27]=[CH:26][C:25]([O:28][CH:29]4[CH2:34][CH2:33][CH2:32][CH2:31][CH2:30]4)=[CH:24][CH:23]=3)[CH:21]=2)[C@H:10]([O:39][CH3:40])[CH2:9]1)=O)(C)(C)C.[ClH:41]. (6) Given the product [NH2:1][C:4]1[CH:9]=[CH:8][CH:7]=[CH:6][C:5]=1[NH:10][CH:11]1[CH2:12][CH2:13][N:14]([C:17]([O:19][C:20]([CH3:23])([CH3:22])[CH3:21])=[O:18])[CH2:15][CH2:16]1, predict the reactants needed to synthesize it. The reactants are: [N+:1]([C:4]1[CH:9]=[CH:8][CH:7]=[CH:6][C:5]=1[NH:10][CH:11]1[CH2:16][CH2:15][N:14]([C:17]([O:19][C:20]([CH3:23])([CH3:22])[CH3:21])=[O:18])[CH2:13][CH2:12]1)([O-])=O. (7) Given the product [CH3:13][O:12][C:10]1[CH:11]=[C:6]2[C:7](=[CH:8][C:9]=1[O:14][CH3:15])[O:16][CH2:2][CH2:3][C:4]2=[O:5], predict the reactants needed to synthesize it. The reactants are: Cl[CH2:2][CH2:3][C:4]([C:6]1[CH:11]=[C:10]([O:12][CH3:13])[C:9]([O:14][CH3:15])=[CH:8][C:7]=1[OH:16])=[O:5].C([O-])([O-])=O.[K+].[K+].